This data is from Peptide-MHC class II binding affinity with 134,281 pairs from IEDB. The task is: Regression. Given a peptide amino acid sequence and an MHC pseudo amino acid sequence, predict their binding affinity value. This is MHC class II binding data. (1) The peptide sequence is SQDLELSWNLNGLQLY. The MHC is DRB1_0802 with pseudo-sequence DRB1_0802. The binding affinity (normalized) is 0.290. (2) The peptide sequence is SQDLDLSWNLNGLQAY. The MHC is DRB1_1302 with pseudo-sequence DRB1_1302. The binding affinity (normalized) is 0.561. (3) The peptide sequence is AKGTTGFEAHVDKCLELAEY. The MHC is HLA-DQA10301-DQB10302 with pseudo-sequence HLA-DQA10301-DQB10302. The binding affinity (normalized) is 0. (4) The peptide sequence is VQAPVGAITTIEDPV. The MHC is DRB1_0301 with pseudo-sequence DRB1_0301. The binding affinity (normalized) is 0. (5) The MHC is DRB1_0701 with pseudo-sequence DRB1_0701. The peptide sequence is NPRLCTKEEFIAKVR. The binding affinity (normalized) is 0.282.